This data is from Catalyst prediction with 721,799 reactions and 888 catalyst types from USPTO. The task is: Predict which catalyst facilitates the given reaction. (1) Reactant: C[O:2][C:3](=[O:30])[CH2:4][C:5]1[CH:6]=[C:7]([C:13]2[CH:18]=[CH:17][C:16]([C:19]([F:22])([F:21])[F:20])=[CH:15][C:14]=2[CH2:23][N:24]2[CH2:28][CH2:27][O:26][C:25]2=[O:29])[CH:8]=[CH:9][C:10]=1[O:11][CH3:12].[OH-].[Li+].Cl. Product: [CH3:12][O:11][C:10]1[CH:9]=[CH:8][C:7]([C:13]2[CH:18]=[CH:17][C:16]([C:19]([F:21])([F:20])[F:22])=[CH:15][C:14]=2[CH2:23][N:24]2[CH2:28][CH2:27][O:26][C:25]2=[O:29])=[CH:6][C:5]=1[CH2:4][C:3]([OH:30])=[O:2]. The catalyst class is: 38. (2) Reactant: Br[Mg][CH:3]=[CH2:4].CON(C)[C:8]([CH:10]1[CH2:14][CH2:13][CH2:12][CH2:11]1)=[O:9].N#N. Product: [CH:10]1([C:8](=[O:9])[CH:3]=[CH2:4])[CH2:14][CH2:13][CH2:12][CH2:11]1. The catalyst class is: 1. (3) The catalyst class is: 3. Reactant: [I:1][C:2]1[C:10]2[C:5](=[CH:6][CH:7]=[C:8]([CH:11]=[O:12])[CH:9]=2)[NH:4][N:3]=1.C(=O)([O-])[O-].[Cs+].[Cs+].[CH3:19][Si:20]([CH3:27])([CH3:26])[CH2:21][CH2:22][O:23][CH2:24]Cl. Product: [I:1][C:2]1[C:10]2[C:5](=[CH:6][CH:7]=[C:8]([CH:11]=[O:12])[CH:9]=2)[N:4]([CH2:24][O:23][CH2:22][CH2:21][Si:20]([CH3:27])([CH3:26])[CH3:19])[N:3]=1. (4) Reactant: [C:1]([O:5][C:6](=[O:13])[N:7]([CH2:10][CH2:11][NH2:12])[CH2:8][CH3:9])([CH3:4])([CH3:3])[CH3:2].[CH:14](=O)C1C=CC=CC=1.C1(C)C=CC(S(OC)(=O)=O)=CC=1.O. Product: [CH2:8]([N:7]([CH2:10][CH2:11][NH:12][CH3:14])[C:6](=[O:13])[O:5][C:1]([CH3:2])([CH3:3])[CH3:4])[CH3:9]. The catalyst class is: 11. (5) Reactant: [C:1]([C:3]1[CH:8]=[CH:7][C:6]([N:9]2[C:13](=[O:14])[C:12]([CH3:16])([CH3:15])[N:11]([CH2:17][CH2:18][CH2:19][C:20](O)=[O:21])[C:10]2=[S:23])=[CH:5][C:4]=1[C:24]([F:27])([F:26])[F:25])#[N:2].C(Cl)CCl.C1C=CC2N(O)N=NC=2C=1.[C:42]12([CH2:52][CH2:53][O:54][CH2:55][CH2:56][O:57][CH2:58][CH2:59][NH2:60])[CH2:51][CH:46]3[CH2:47][CH:48]([CH2:50][CH:44]([CH2:45]3)[CH2:43]1)[CH2:49]2. Product: [C:42]12([CH2:52][CH2:53][O:54][CH2:55][CH2:56][O:57][CH2:58][CH2:59][NH:60][C:20](=[O:21])[CH2:19][CH2:18][CH2:17][N:11]3[C:12]([CH3:15])([CH3:16])[C:13](=[O:14])[N:9]([C:6]4[CH:7]=[CH:8][C:3]([C:1]#[N:2])=[C:4]([C:24]([F:25])([F:26])[F:27])[CH:5]=4)[C:10]3=[S:23])[CH2:51][CH:46]3[CH2:45][CH:44]([CH2:50][CH:48]([CH2:47]3)[CH2:49]1)[CH2:43]2. The catalyst class is: 2. (6) Reactant: [Br:1][CH2:2][C:3]1[CH:8]=[CH:7][C:6]([S:9](Cl)(=[O:11])=[O:10])=[CH:5][CH:4]=1.[CH3:13][O:14][C:15]1[CH:31]=[CH:30][C:18]([CH2:19][NH:20][CH2:21][C:22]2[CH:27]=[CH:26][C:25]([O:28][CH3:29])=[CH:24][CH:23]=2)=[CH:17][CH:16]=1. Product: [Br:1][CH2:2][C:3]1[CH:8]=[CH:7][C:6]([S:9]([N:20]([CH2:19][C:18]2[CH:17]=[CH:16][C:15]([O:14][CH3:13])=[CH:31][CH:30]=2)[CH2:21][C:22]2[CH:23]=[CH:24][C:25]([O:28][CH3:29])=[CH:26][CH:27]=2)(=[O:11])=[O:10])=[CH:5][CH:4]=1. The catalyst class is: 34.